From a dataset of Full USPTO retrosynthesis dataset with 1.9M reactions from patents (1976-2016). Predict the reactants needed to synthesize the given product. (1) Given the product [NH2:2][C:3]1[N:8]=[C:7]([CH3:9])[C:6]([CH2:10][NH:11][C:12]([C:13]2[CH:18]=[CH:17][N:16]=[C:15]([CH2:19][C:20]3[CH:21]=[C:22]4[C:27](=[C:28]([C:30]([NH2:31])=[O:36])[CH:29]=3)[N:26]=[CH:25][C:24]([Cl:32])=[CH:23]4)[CH:14]=2)=[O:33])=[C:5]([CH3:34])[CH:4]=1, predict the reactants needed to synthesize it. The reactants are: Cl.[NH2:2][C:3]1[N:8]=[C:7]([CH3:9])[C:6]([CH2:10][NH:11][C:12](=[O:33])[C:13]2[CH:18]=[CH:17][N:16]=[C:15]([CH2:19][C:20]3[CH:21]=[C:22]4[C:27](=[C:28]([C:30]#[N:31])[CH:29]=3)[N:26]=[CH:25][C:24]([Cl:32])=[CH:23]4)[CH:14]=2)=[C:5]([CH3:34])[CH:4]=1.C([O-])([O-])=[O:36].[K+].[K+].OO.CCOC(C)=O. (2) Given the product [CH3:10][O:9][C:7]1[CH:6]=[C:5]([NH:11][C:12]2[N:17]=[C:16]([N:18]3[C:22]([CH3:23])=[CH:21][C:20]([C:24]([F:26])([F:27])[F:25])=[N:19]3)[C:15]([C:28]3[CH:29]=[C:30]([C:36]([NH:44][S:41]([CH2:39][CH3:40])(=[O:43])=[O:42])=[O:37])[C:31]([O:34][CH3:35])=[N:32][CH:33]=3)=[CH:14][N:13]=2)[CH:4]=[C:3]([O:2][CH3:1])[CH:8]=1, predict the reactants needed to synthesize it. The reactants are: [CH3:1][O:2][C:3]1[CH:4]=[C:5]([NH:11][C:12]2[N:17]=[C:16]([N:18]3[C:22]([CH3:23])=[CH:21][C:20]([C:24]([F:27])([F:26])[F:25])=[N:19]3)[C:15]([C:28]3[CH:29]=[C:30]([C:36](O)=[O:37])[C:31]([O:34][CH3:35])=[N:32][CH:33]=3)=[CH:14][N:13]=2)[CH:6]=[C:7]([O:9][CH3:10])[CH:8]=1.[CH2:39]([S:41]([NH2:44])(=[O:43])=[O:42])[CH3:40].C(N(CC)CC)C.[I-].ClC1C=CC=C[N+]=1C. (3) The reactants are: [CH3:1][O:2][C:3]1[CH:24]=[C:23]([O:25][CH3:26])[CH:22]=[CH:21][C:4]=1[C:5]([N:7]1[C:16]2[C:11](=[CH:12][CH:13]=[C:14]([F:17])[CH:15]=2)[NH:10][C:9](=[O:18])[C@H:8]1[CH2:19][CH3:20])=[O:6].[CH2:27]([C@H]1N(C(=O)C2C=CC(OC)=CC=2)C2C(=CC(F)=CC=2)N(C)C1=O)C. Given the product [CH3:1][O:2][C:3]1[CH:24]=[C:23]([O:25][CH3:26])[CH:22]=[CH:21][C:4]=1[C:5]([N:7]1[C:16]2[C:11](=[CH:12][CH:13]=[C:14]([F:17])[CH:15]=2)[N:10]([CH3:27])[C:9](=[O:18])[C@H:8]1[CH2:19][CH3:20])=[O:6], predict the reactants needed to synthesize it. (4) Given the product [Cl:30][C:27]1[CH:28]=[CH:29][C:23]2[CH:22]=[C:21]([S:18]([N:15]3[CH2:16][CH2:17][N:12]([CH2:11][C:8]4[S:9][CH:10]=[C:6]([C:4]([OH:5])=[O:3])[N:7]=4)[C:13](=[O:31])[CH2:14]3)(=[O:20])=[O:19])[S:25][C:24]=2[CH:26]=1, predict the reactants needed to synthesize it. The reactants are: C([O:3][C:4]([C:6]1[N:7]=[C:8]([CH2:11][N:12]2[CH2:17][CH2:16][N:15]([S:18]([C:21]3[S:25][C:24]4[CH:26]=[C:27]([Cl:30])[CH:28]=[CH:29][C:23]=4[CH:22]=3)(=[O:20])=[O:19])[CH2:14][C:13]2=[O:31])[S:9][CH:10]=1)=[O:5])C.[OH-].[Na+]. (5) Given the product [NH:8]([C:9]([O:11][C:12]([CH3:15])([CH3:14])[CH3:13])=[O:10])[C@H:4]([C:5]([NH:23][C@H:24]([C:29]([N:31]1[CH2:45][CH2:44][CH2:43][C@H:32]1[C:33]([O:35][CH2:36][C:37]1[CH:38]=[CH:39][CH:40]=[CH:41][CH:42]=1)=[O:34])=[O:30])[CH2:25][CH:26]([CH3:27])[CH3:28])=[O:7])[CH:2]([CH3:1])[CH3:3], predict the reactants needed to synthesize it. The reactants are: [CH3:1][CH:2]([C@H:4]([NH:8][C:9]([O:11][C:12]([CH3:15])([CH3:14])[CH3:13])=[O:10])[C:5]([OH:7])=O)[CH3:3].CN1CCOCC1.[NH2:23][C@H:24]([C:29]([N:31]1[CH2:45][CH2:44][CH2:43][C@H:32]1[C:33]([O:35][CH2:36][C:37]1[CH:42]=[CH:41][CH:40]=[CH:39][CH:38]=1)=[O:34])=[O:30])[CH2:25][CH:26]([CH3:28])[CH3:27].C1C=CC2N(O)N=NC=2C=1.C1CCC(N=C=NC2CCCCC2)CC1. (6) Given the product [N+:19]([C:16]1[CH:17]=[CH:18][C:13]([O:6][CH2:5][C:4]([F:11])([F:3])[C:7]([F:10])([F:9])[F:8])=[CH:14][CH:15]=1)([O-:21])=[O:20], predict the reactants needed to synthesize it. The reactants are: [H-].[Na+].[F:3][C:4]([F:11])([C:7]([F:10])([F:9])[F:8])[CH2:5][OH:6].F[C:13]1[CH:18]=[CH:17][C:16]([N+:19]([O-:21])=[O:20])=[CH:15][CH:14]=1. (7) Given the product [CH3:23][N:24]([CH3:38])[C:25]1[C:34]2[C:29](=[CH:30][CH:31]=[CH:32][CH:33]=2)[C:28]([C:35]([NH:21][CH:9]([CH2:10][C:11]2[CH:16]=[CH:15][C:14]([C:17]([F:20])([F:19])[F:18])=[CH:13][CH:12]=2)[CH:8]([C:5]2[CH:4]=[CH:3][C:2]([F:1])=[CH:7][CH:6]=2)[OH:22])=[O:36])=[CH:27][CH:26]=1, predict the reactants needed to synthesize it. The reactants are: [F:1][C:2]1[CH:7]=[CH:6][C:5]([CH:8]([OH:22])[CH:9]([NH2:21])[CH2:10][C:11]2[CH:16]=[CH:15][C:14]([C:17]([F:20])([F:19])[F:18])=[CH:13][CH:12]=2)=[CH:4][CH:3]=1.[CH3:23][N:24]([CH3:38])[C:25]1[C:34]2[C:29](=[CH:30][CH:31]=[CH:32][CH:33]=2)[C:28]([C:35](O)=[O:36])=[CH:27][CH:26]=1.Cl.C(N=C=NCCCN(C)C)C.ON1C2C=CC=CC=2N=N1. (8) Given the product [CH2:36]([O:35][C:30]([C:31]1[NH:15][C:16]2[C:17]([CH:33]=1)=[C:18]([C:26]([CH3:27])([CH3:28])[CH3:29])[CH:19]=[C:20]([C:22]([CH3:25])([CH3:23])[CH3:24])[CH:21]=2)=[O:34])[CH3:37], predict the reactants needed to synthesize it. The reactants are: C(=N[NH:15][C:16]1[CH:21]=[C:20]([C:22]([CH3:25])([CH3:24])[CH3:23])[CH:19]=[C:18]([C:26]([CH3:29])([CH3:28])[CH3:27])[CH:17]=1)(C1C=CC=CC=1)C1C=CC=CC=1.[C:30]([O:35][CH2:36][CH3:37])(=[O:34])[C:31]([CH3:33])=O.O.C1(C)C=CC(S(O)(=O)=O)=CC=1.C(=O)(O)[O-].[Na+].